Dataset: Catalyst prediction with 721,799 reactions and 888 catalyst types from USPTO. Task: Predict which catalyst facilitates the given reaction. Reactant: Br[CH2:2][C:3]([C:5]1[CH:10]=[CH:9][C:8]([F:11])=[CH:7][C:6]=1[F:12])=O.Cl.[NH:14]1[CH2:18][CH2:17][CH2:16][C:15]1=[NH:19].C([O-])([O-])=O.[Na+].[Na+].O. Product: [F:12][C:6]1[CH:7]=[C:8]([F:11])[CH:9]=[CH:10][C:5]=1[C:3]1[N:19]=[C:15]2[CH2:16][CH2:17][CH2:18][N:14]2[CH:2]=1. The catalyst class is: 3.